Dataset: Reaction yield outcomes from USPTO patents with 853,638 reactions. Task: Predict the reaction yield, written as a fraction of the theoretical maximum amount of product (1.0 means a 100% yield; for example, 0.34 means a 34% yield). (1) The reactants are C(OC([N:8]1[CH2:13][CH2:12][CH2:11][CH:10]([O:14][C:15]2[CH:42]=[CH:41][C:18]3[C:19]4[N:23]([CH2:24][CH2:25][O:26][C:17]=3[CH:16]=2)[C:22]2[CH:27]=[C:28]([C:31]([O:33][CH3:34])=[O:32])[CH:29]=[CH:30][C:21]=2[C:20]=4[CH:35]2[CH2:40][CH2:39][CH2:38][CH2:37][CH2:36]2)[CH2:9]1)=O)(C)(C)C.C1(C)C=CC=CC=1. The catalyst is FC(F)(F)C(O)=O. The product is [CH:35]1([C:20]2[C:21]3[CH:30]=[CH:29][C:28]([C:31]([O:33][CH3:34])=[O:32])=[CH:27][C:22]=3[N:23]3[C:19]=2[C:18]2[CH:41]=[CH:42][C:15]([O:14][CH:10]4[CH2:11][CH2:12][CH2:13][NH:8][CH2:9]4)=[CH:16][C:17]=2[O:26][CH2:25][CH2:24]3)[CH2:36][CH2:37][CH2:38][CH2:39][CH2:40]1. The yield is 0.170. (2) The reactants are B(F)(F)F.CCOCC.[Cl:10][C:11]1[CH:12]=[C:13]2[C:17](=[CH:18][C:19]=1[F:20])[NH:16][C:15]([C:21]([O:23][CH2:24][CH3:25])=[O:22])=[CH:14]2.[CH3:26][C:27]1[CH:28]=[C:29]([S:34]N2C(=O)CCC2=O)[CH:30]=[C:31]([CH3:33])[CH:32]=1.ClCCl. The catalyst is [Cl-].[Na+].O.C(Cl)(Cl)Cl. The product is [Cl:10][C:11]1[CH:12]=[C:13]2[C:17](=[CH:18][C:19]=1[F:20])[NH:16][C:15]([C:21]([O:23][CH2:24][CH3:25])=[O:22])=[C:14]2[S:34][C:29]1[CH:30]=[C:31]([CH3:33])[CH:32]=[C:27]([CH3:26])[CH:28]=1. The yield is 1.00. (3) The reactants are [NH2:1][C:2]1[C:7]([C:8]([C:10]2[CH:15]=[CH:14][CH:13]=[C:12]([Br:16])[N:11]=2)=[O:9])=[CH:6][CH:5]=[CH:4][N:3]=1.[Br:17]N1C(=O)CCC1=O. The catalyst is C(#N)C. The product is [NH2:1][C:2]1[C:7]([C:8]([C:10]2[CH:15]=[CH:14][CH:13]=[C:12]([Br:16])[N:11]=2)=[O:9])=[CH:6][C:5]([Br:17])=[CH:4][N:3]=1. The yield is 0.570. (4) The reactants are NC1(C2C=CC(C3OC4C(=O)N(C)C=CC=4C=3C3C=CC=CC=3)=CC=2)CCC1.[CH2:29]([N:31]1[C:36](=[O:37])[C:35]2[C:38]([C:59]3[CH:64]=[CH:63][CH:62]=[CH:61][CH:60]=3)=[C:39]([C:41]3[CH:46]=[CH:45][C:44]([C:47]4([NH:51]C(=O)OC(C)(C)C)[CH2:50][CH2:49][CH2:48]4)=[CH:43][CH:42]=3)[O:40][C:34]=2[N:33]=[C:32]1[NH:65][CH2:66][CH2:67][OH:68])[CH3:30]. No catalyst specified. The yield is 0.160. The product is [NH2:51][C:47]1([C:44]2[CH:45]=[CH:46][C:41]([C:39]3[O:40][C:34]4[N:33]=[C:32]([NH:65][CH2:66][CH2:67][OH:68])[N:31]([CH2:29][CH3:30])[C:36](=[O:37])[C:35]=4[C:38]=3[C:59]3[CH:60]=[CH:61][CH:62]=[CH:63][CH:64]=3)=[CH:42][CH:43]=2)[CH2:48][CH2:49][CH2:50]1. (5) The reactants are Cl[CH2:2][C:3]([O:5][CH3:6])=[O:4].[NH2:7][C:8]1[N:9]([C:14]2[C:23]3[C:18](=[CH:19][CH:20]=[CH:21][CH:22]=3)[C:17]([CH:24]3[CH2:26][CH2:25]3)=[CH:16][CH:15]=2)[C:10]([SH:13])=[N:11][N:12]=1.C(=O)([O-])[O-].[K+].[K+]. The catalyst is CN(C=O)C. The product is [NH2:7][C:8]1[N:9]([C:14]2[C:23]3[C:18](=[CH:19][CH:20]=[CH:21][CH:22]=3)[C:17]([CH:24]3[CH2:26][CH2:25]3)=[CH:16][CH:15]=2)[C:10]([S:13][CH2:2][C:3]([O:5][CH3:6])=[O:4])=[N:11][N:12]=1. The yield is 0.800. (6) The product is [NH2:1][C:2]1[CH:3]=[CH:4][C:5]([Br:11])=[C:6]([CH:10]=1)[C:7]([O:9][CH3:17])=[O:8]. The yield is 0.440. The reactants are [NH2:1][C:2]1[CH:3]=[CH:4][C:5]([Br:11])=[C:6]([CH:10]=1)[C:7]([OH:9])=[O:8].S(=O)(=O)(O)O.[CH3:17]O. No catalyst specified. (7) The reactants are [CH2:1]([C:5]1([CH2:21][CH2:22][CH2:23][CH3:24])[C:17]2[CH:16]=[C:15]([N+:18]([O-:20])=[O:19])[CH:14]=[CH:13][C:12]=2[C:11]2[C:6]1=[CH:7][CH:8]=[CH:9][CH:10]=2)[CH2:2][CH2:3][CH3:4].[Cl-].[Al+3].[Cl-].[Cl-].[C:29](Cl)(=[O:31])[CH3:30].O. The catalyst is [N+](C1C=CC=CC=1)([O-])=O. The product is [CH2:1]([C:5]1([CH2:21][CH2:22][CH2:23][CH3:24])[C:6]2[CH:7]=[C:8]([C:29](=[O:31])[CH3:30])[CH:9]=[CH:10][C:11]=2[C:12]2[C:17]1=[CH:16][C:15]([N+:18]([O-:20])=[O:19])=[CH:14][CH:13]=2)[CH2:2][CH2:3][CH3:4]. The yield is 0.687.